This data is from Forward reaction prediction with 1.9M reactions from USPTO patents (1976-2016). The task is: Predict the product of the given reaction. (1) Given the reactants [ClH:1].[CH3:2][C:3]1([CH3:9])[NH:7][NH:6][C:5](=O)[CH2:4]1.O=P(Cl)(Cl)[Cl:12], predict the reaction product. The product is: [ClH:12].[Cl:1][C:5]1[CH2:4][C:3]([CH3:9])([CH3:2])[NH:7][N:6]=1. (2) Given the reactants [CH3:1][CH:2]1[CH2:8][C:7]2[CH:9]=[C:10]3[O:15][CH2:14][O:13][C:11]3=[CH:12][C:6]=2[C:5]([C:16]2[CH:21]=[CH:20][C:19]([N+:22]([O-:24])=[O:23])=[CH:18][CH:17]=2)=[N:4][NH:3]1.[CH3:25][N:26](C)C=O.[Cl-].[K+].N#CBr, predict the reaction product. The product is: [CH3:1][CH:2]1[CH2:8][C:7]2[CH:9]=[C:10]3[O:15][CH2:14][O:13][C:11]3=[CH:12][C:6]=2[C:5]([C:16]2[CH:21]=[CH:20][C:19]([N+:22]([O-:24])=[O:23])=[CH:18][CH:17]=2)=[N:4][N:3]1[C:25]#[N:26]. (3) The product is: [N:8]1[CH:9]=[CH:10][CH:11]=[CH:12][C:7]=1[C:5]1[S:6][C:2]([C:21]2[CH:22]=[C:23]3[C:28](=[C:29]([O:31][CH2:32][O:33][CH2:34][CH2:35][Si:36]([CH3:39])([CH3:37])[CH3:38])[CH:30]=2)[N:27]=[CH:26][N:25]([CH2:40][O:41][CH2:42][CH2:43][Si:44]([CH3:47])([CH3:46])[CH3:45])[C:24]3=[O:48])=[CH:3][CH:4]=1. Given the reactants Br[C:2]1[S:6][C:5]([C:7]2[CH:12]=[CH:11][CH:10]=[CH:9][N:8]=2)=[CH:4][CH:3]=1.CC1(C)C(C)(C)OB([C:21]2[CH:22]=[C:23]3[C:28](=[C:29]([O:31][CH2:32][O:33][CH2:34][CH2:35][Si:36]([CH3:39])([CH3:38])[CH3:37])[CH:30]=2)[N:27]=[CH:26][N:25]([CH2:40][O:41][CH2:42][CH2:43][Si:44]([CH3:47])([CH3:46])[CH3:45])[C:24]3=[O:48])O1.C(=O)([O-])[O-].[K+].[K+].O, predict the reaction product. (4) Given the reactants [Br:1][C:2]1[C:7]2[NH:8][C:9]3[CH:10]=[CH:11][C:12]([F:15])=[CH:13][C:14]=3[C:6]=2[C:5](Cl)=[N:4][CH:3]=1.CC[N:19]([CH:23]([CH3:25])C)[CH:20]([CH3:22])C.CO[CH2:28][CH2:29][O:30][CH2:31][CH2:32]OC, predict the reaction product. The product is: [Br:1][C:2]1[C:7]2[NH:8][C:9]3[CH:10]=[CH:11][C:12]([F:15])=[CH:13][C:14]=3[C:6]=2[C:5]([N:19]2[CH2:20][CH2:22][C:31]3([C:32]4[CH:3]=[CH:2][CH:7]=[CH:6][C:28]=4[CH2:29][O:30]3)[CH2:25][CH2:23]2)=[N:4][CH:3]=1. (5) Given the reactants C(OC(=O)[NH:7][C:8]1[N:9]([CH3:26])[C:10](=[O:25])[C:11]([CH3:24])([CH3:23])[C@:12]([C:15]2[CH:20]=[C:19]([NH2:21])[CH:18]=[CH:17][C:16]=2[F:22])([CH3:14])[N:13]=1)(C)(C)C.[F:28][C:29]([F:39])([F:38])[CH:30]([C:34]([F:37])([F:36])[F:35])[C:31](O)=[O:32], predict the reaction product. The product is: [NH2:7][C:8]1[N:9]([CH3:26])[C:10](=[O:25])[C:11]([CH3:23])([CH3:24])[C@:12]([C:15]2[CH:20]=[C:19]([NH:21][C:31](=[O:32])[CH:30]([C:29]([F:38])([F:28])[F:39])[C:34]([F:37])([F:36])[F:35])[CH:18]=[CH:17][C:16]=2[F:22])([CH3:14])[N:13]=1. (6) Given the reactants [O:1]=[C:2]([OH:14])[C@@H:3]([C@H:5]([C@@H:7]([C@@H:9]([C:11]([OH:13])=[O:12])O)O)O)O.O=C(O)[C@@H]([C@H]([C@H]([C@@H](C(O)=O)O)O)O)O, predict the reaction product. The product is: [C:11]([OH:13])(=[O:12])[CH2:9][CH2:7][CH2:5][CH2:3][C:2]([OH:14])=[O:1].